Dataset: Forward reaction prediction with 1.9M reactions from USPTO patents (1976-2016). Task: Predict the product of the given reaction. (1) Given the reactants [CH2:1]([O:3][CH2:4][C:5]1[N:6]([CH2:22][CH:23]([CH3:25])[CH3:24])[C:7]2[CH:12]=[C:11]([CH3:13])[N:10]=[C:9](OC3C=CC=CC=3)[C:8]=2[N:21]=1)[CH3:2].C([O-])(=O)C.[NH4+:30].C(OCC)C, predict the reaction product. The product is: [CH2:1]([O:3][CH2:4][C:5]1[N:6]([CH2:22][CH:23]([CH3:25])[CH3:24])[C:7]2[CH:12]=[C:11]([CH3:13])[N:10]=[C:9]([NH2:30])[C:8]=2[N:21]=1)[CH3:2]. (2) Given the reactants CNCCNC.Br[C:8]1[CH:13]=[CH:12][C:11]([C:14]2([NH:17][C:18](=[O:24])[O:19][C:20]([CH3:23])([CH3:22])[CH3:21])[CH2:16][CH2:15]2)=[CH:10][CH:9]=1.[I-:25].[Na+].N, predict the reaction product. The product is: [C:20]([O:19][C:18](=[O:24])[NH:17][C:14]1([C:11]2[CH:12]=[CH:13][C:8]([I:25])=[CH:9][CH:10]=2)[CH2:16][CH2:15]1)([CH3:23])([CH3:22])[CH3:21]. (3) Given the reactants [OH-].[Na+].[Br:3][C:4]1[CH:9]=[CH:8][C:7]([NH:10][CH2:11][C:12]2[CH:17]=[CH:16][C:15]([F:18])=[CH:14][C:13]=2[C:19]2[CH:20]=[CH:21][C:22]([C:25]([O:27]C)=[O:26])=[N:23][CH:24]=2)=[CH:6][C:5]=1[F:29], predict the reaction product. The product is: [Br:3][C:4]1[CH:9]=[CH:8][C:7]([NH:10][CH2:11][C:12]2[CH:17]=[CH:16][C:15]([F:18])=[CH:14][C:13]=2[C:19]2[CH:20]=[CH:21][C:22]([C:25]([OH:27])=[O:26])=[N:23][CH:24]=2)=[CH:6][C:5]=1[F:29]. (4) Given the reactants [F:1][CH2:2][CH:3]([N:6]1[CH2:12][CH2:11][C:10]2[CH:13]=[C:14]([NH2:19])[C:15]([O:17][CH3:18])=[CH:16][C:9]=2[CH2:8][CH2:7]1)[CH2:4][F:5].Cl[C:21]1[N:26]=[C:25]([NH:27][C:28]2[CH:33]=[CH:32][CH:31]=[CH:30][C:29]=2[S:34]([N:37]([CH3:39])[CH3:38])(=[O:36])=[O:35])[C:24]([Cl:40])=[CH:23][N:22]=1, predict the reaction product. The product is: [Cl:40][C:24]1[C:25]([NH:27][C:28]2[CH:33]=[CH:32][CH:31]=[CH:30][C:29]=2[S:34]([N:37]([CH3:39])[CH3:38])(=[O:36])=[O:35])=[N:26][C:21]([NH:19][C:14]2[C:15]([O:17][CH3:18])=[CH:16][C:9]3[CH2:8][CH2:7][N:6]([CH:3]([CH2:2][F:1])[CH2:4][F:5])[CH2:12][CH2:11][C:10]=3[CH:13]=2)=[N:22][CH:23]=1. (5) Given the reactants [C:1]([OH:14])(=O)[CH2:2][CH2:3][CH2:4][CH2:5][CH2:6][CH2:7][CH2:8][CH2:9][CH2:10][CH2:11][CH3:12].O[N:16]1[C:20](=[O:21])[CH2:19][CH2:18][C:17]1=[O:22].Cl.C(N=C=NCCCN(C)C)C, predict the reaction product. The product is: [C:1]([N:16]1[C:20](=[O:21])[CH2:19][CH2:18][C:17]1=[O:22])(=[O:14])[CH2:2][CH2:3][CH2:4][CH2:5][CH2:6][CH2:7][CH2:8][CH2:9][CH2:10][CH2:11][CH3:12]. (6) Given the reactants [CH3:1][O:2][C:3]1[C:4](=[O:25])[C:5]([C:21]([O:23]C)=[O:22])=[N:6][N:7]([C:9]2[C:19]([F:20])=[CH:18][C:12]3[O:13][C:14]([F:17])([F:16])[O:15][C:11]=3[CH:10]=2)[CH:8]=1.[OH-].[Na+].Cl, predict the reaction product. The product is: [CH3:1][O:2][C:3]1[C:4](=[O:25])[C:5]([C:21]([OH:23])=[O:22])=[N:6][N:7]([C:9]2[C:19]([F:20])=[CH:18][C:12]3[O:13][C:14]([F:16])([F:17])[O:15][C:11]=3[CH:10]=2)[CH:8]=1. (7) Given the reactants [CH2:1]([O:3][C:4]([C:6]1[C:7](=[O:29])[NH:8][C:9]2[C:14]([C:15]=1[N:16]1[CH2:21][CH2:20][N:19]([C:22]([C:24]3[S:25][CH:26]=[CH:27][CH:28]=3)=[O:23])[CH2:18][CH2:17]1)=[CH:13][N:12]=[CH:11][CH:10]=2)=[O:5])[CH3:2].[F:30][C:31]1[CH:32]=[C:33]([CH:36]=[CH:37][CH:38]=1)[CH2:34]Br, predict the reaction product. The product is: [CH2:1]([O:3][C:4]([C:6]1[C:7](=[O:29])[N:8]([CH2:34][C:33]2[CH:36]=[CH:37][CH:38]=[C:31]([F:30])[CH:32]=2)[C:9]2[C:14]([C:15]=1[N:16]1[CH2:21][CH2:20][N:19]([C:22]([C:24]3[S:25][CH:26]=[CH:27][CH:28]=3)=[O:23])[CH2:18][CH2:17]1)=[CH:13][N:12]=[CH:11][CH:10]=2)=[O:5])[CH3:2]. (8) Given the reactants [C:4](O)(=[O:5])/[CH:3]=[CH:3]/[C:4](O)=[O:5].[O:9]1[C:14]2[CH:15]=[CH:16][CH:17]=[C:18]([N:19]3[CH2:24][CH2:23][N:22]([CH2:25][CH2:26][C:27]4[C:35]5[C:30](=[CH:31][CH:32]=[CH:33][CH:34]=5)[NH:29][CH:28]=4)[CH2:21][CH2:20]3)[C:13]=2[O:12][CH2:11][CH2:10]1.[O:9]1[C:14]2[CH:15]=[CH:16][CH:17]=[C:18]([N:19]3[CH2:20][CH2:21][N:22]([CH2:25][CH2:26][C:27]4[C:35]5[C:30](=[CH:31][CH:32]=[CH:33][CH:34]=5)[NH:29][CH:28]=4)[CH2:23][CH2:24]3)[C:13]=2[O:12][CH2:11][CH2:10]1.[OH-].[Na+].C(Cl)(=O)C.[C:69]([OH:74])(=[O:73])[C:70]([OH:72])=[O:71], predict the reaction product. The product is: [C:69]([OH:74])(=[O:73])[C:70]([OH:72])=[O:71].[C:4]([N:29]1[C:30]2[C:35](=[CH:34][CH:33]=[CH:32][CH:31]=2)[C:27]([CH2:26][CH2:25][N:22]2[CH2:23][CH2:24][N:19]([C:18]3[C:13]4[O:12][CH2:11][CH2:10][O:9][C:14]=4[CH:15]=[CH:16][CH:17]=3)[CH2:20][CH2:21]2)=[CH:28]1)(=[O:5])[CH3:3].